Dataset: Retrosynthesis with 50K atom-mapped reactions and 10 reaction types from USPTO. Task: Predict the reactants needed to synthesize the given product. (1) Given the product FC(F)(F)c1cc(-c2ccnc(C3CCNCC3)n2)cc(C(F)(F)F)c1, predict the reactants needed to synthesize it. The reactants are: CC(C)(C)OC(=O)N1CCC(c2nccc(-c3cc(C(F)(F)F)cc(C(F)(F)F)c3)n2)CC1. (2) The reactants are: CC(=O)CCCn1c(C)nc2c(N)nc3ccccc3c21.NO. Given the product CC(CCCn1c(C)nc2c(N)nc3ccccc3c21)=NO, predict the reactants needed to synthesize it. (3) Given the product CCC[C@@H](O)[C@@H](CC(C)C)C(=O)OC, predict the reactants needed to synthesize it. The reactants are: C=C(C)C[C@@H](C(=O)OC)[C@H](O)CCC. (4) Given the product O=C(c1cc2cc(OCCCN3CCCC3)cnc2[nH]1)N1CCCC1, predict the reactants needed to synthesize it. The reactants are: C1CCNC1.O=C([O-])c1cc2cc(OCCCN3CCCC3)cnc2[nH]1. (5) Given the product C#CC(CCCCC)c1ccc2c(c1)N(C(=O)OC(C)(C)C)CCC2(C)C, predict the reactants needed to synthesize it. The reactants are: CCCCCC(C=C(Br)Br)c1ccc2c(c1)N(C(=O)OC(C)(C)C)CCC2(C)C. (6) Given the product CC(C)(C)c1cccc(NC(=O)c2ccc(N3CCN(C(=O)C4CCC(C(=O)O)CC4)CC3)cc2)c1, predict the reactants needed to synthesize it. The reactants are: CC(C)(C)c1cccc(NC(=O)c2ccc(N3CCNCC3)cc2)c1.O=C(O)[C@H]1CC[C@H](C(=O)OCc2ccccc2)CC1. (7) Given the product Cc1csc(C(CC(=O)O)c2ccc(OCc3cccc(-c4ccc(C(F)(F)F)cc4)c3)cc2)n1, predict the reactants needed to synthesize it. The reactants are: CCOC(=O)CC(c1ccc(OCc2cccc(-c3ccc(C(F)(F)F)cc3)c2)cc1)c1nc(C)cs1.